Dataset: Forward reaction prediction with 1.9M reactions from USPTO patents (1976-2016). Task: Predict the product of the given reaction. (1) Given the reactants Br[C:2]1[C:3]([C:16]2[CH:21]=[CH:20][CH:19]=[CH:18][CH:17]=2)=[N:4][C:5]2[C:10]([N:11]=1)=[CH:9][C:8]([C:12]([O:14][CH3:15])=[O:13])=[CH:7][CH:6]=2.[N:22]1([C:28]2[N:33]=[CH:32][CH:31]=[CH:30][N:29]=2)[CH2:27][CH2:26][NH:25][CH2:24][CH2:23]1.CCN(C(C)C)C(C)C, predict the reaction product. The product is: [C:16]1([C:3]2[C:2]([N:25]3[CH2:26][CH2:27][N:22]([C:28]4[N:29]=[CH:30][CH:31]=[CH:32][N:33]=4)[CH2:23][CH2:24]3)=[N:11][C:10]3[C:5](=[CH:6][CH:7]=[C:8]([C:12]([O:14][CH3:15])=[O:13])[CH:9]=3)[N:4]=2)[CH:21]=[CH:20][CH:19]=[CH:18][CH:17]=1. (2) The product is: [C:1]([C:48]1[CH:49]=[C:44]([CH:45]=[CH:46][CH:47]=1)[CH2:43][O:50][C:51]1[CH:52]=[CH:53][C:54]([CH2:55][C@H:56]([NH:76][C:77](=[O:87])[O:78][CH:79]2[CH:86]3[CH:82]([O:83][CH2:84][CH2:85]3)[O:81][CH2:80]2)[C@H:57]([OH:75])[CH2:58][N:59]([S:64]([C:67]2[CH:72]=[CH:71][C:70]([OH:73])=[C:69]([CH3:74])[CH:68]=2)(=[O:65])=[O:66])[CH2:60][CH:61]([CH3:62])[CH3:63])=[CH:88][CH:89]=1)#[N:2]. Given the reactants [C:1](C1C=C(C=CC=1)COC1C=CC(C[C@]2(S(C3C=CC4OCOC=4C=3)(=O)=O)[C@@H](CC(C)C)OC(C)(C)N2CN)=CC=1)#[N:2].[CH2:43]([O:50][C:51]1[CH:89]=[CH:88][C:54]([CH2:55][C@H:56]([NH:76][C:77](=[O:87])[O:78][C@@H:79]2[C@H:86]3[C@H:82]([O:83][CH2:84][CH2:85]3)[O:81][CH2:80]2)[C@H:57]([OH:75])[CH2:58][N:59]([S:64]([C:67]2[CH:72]=[CH:71][C:70]([OH:73])=[C:69]([CH3:74])[CH:68]=2)(=[O:66])=[O:65])[CH2:60][CH:61]([CH3:63])[CH3:62])=[CH:53][CH:52]=1)[C:44]1[CH:49]=[CH:48][CH:47]=[CH:46][CH:45]=1, predict the reaction product. (3) Given the reactants [H-].[Al+3].[Li+].[H-].[H-].[H-].[C:7]([N:10]1[CH2:15][CH2:14][C:13]([CH2:24][NH:25][C:26]([NH:28][C:29]2[C:34]([CH:35]([CH3:37])[CH3:36])=[CH:33][CH:32]=[CH:31][C:30]=2[CH:38]([CH3:40])[CH3:39])=[O:27])([C:16]2[CH:21]=[CH:20][CH:19]=[C:18]([O:22][CH3:23])[CH:17]=2)[CH2:12][CH2:11]1)(=O)[CH3:8].N, predict the reaction product. The product is: [CH2:7]([N:10]1[CH2:11][CH2:12][C:13]([CH2:24][NH:25][C:26]([NH:28][C:29]2[C:34]([CH:35]([CH3:37])[CH3:36])=[CH:33][CH:32]=[CH:31][C:30]=2[CH:38]([CH3:39])[CH3:40])=[O:27])([C:16]2[CH:21]=[CH:20][CH:19]=[C:18]([O:22][CH3:23])[CH:17]=2)[CH2:14][CH2:15]1)[CH3:8]. (4) Given the reactants [C:1]1(C2(C(O)=O)CCCC2)[CH:6]=CC=C[CH:2]=1.[CH3:15][CH:16]([CH3:46])[CH:17]([C:40]1[CH:45]=[CH:44][CH:43]=[CH:42][CH:41]=1)[C:18]([NH:20][C@@H:21]1[C@H:28]2[C@H:24]([CH2:25][N:26]([CH2:29][C:30]3[CH:35]=[CH:34][CH:33]=[C:32]([C:36]([F:39])([F:38])[F:37])[CH:31]=3)[CH2:27]2)[CH2:23][CH2:22]1)=[O:19].C(N1C[C@H]2C(N)CC[C@H]2C1)C1C=CC=CC=1, predict the reaction product. The product is: [C:40]1([CH:17]([C:16]2[CH:46]=[CH:6][CH:1]=[CH:2][CH:15]=2)[C:18]([NH:20][C@@H:21]2[C@H:28]3[C@H:24]([CH2:25][N:26]([CH2:29][C:30]4[CH:35]=[CH:34][CH:33]=[C:32]([C:36]([F:37])([F:38])[F:39])[CH:31]=4)[CH2:27]3)[CH2:23][CH2:22]2)=[O:19])[CH:45]=[CH:44][CH:43]=[CH:42][CH:41]=1. (5) Given the reactants C([N-]C(C)C)(C)C.[Li+].[Cl:9][C:10]1[S:11][CH:12]=[CH:13][N:14]=1.[CH2:15]([Sn:19]([CH2:25][CH2:26][CH2:27][CH3:28])([CH2:21][CH2:22][CH2:23][CH3:24])Cl)[CH2:16][CH2:17][CH3:18], predict the reaction product. The product is: [Cl:9][C:10]1[S:11][C:12]([Sn:19]([CH2:21][CH2:22][CH2:23][CH3:24])([CH2:25][CH2:26][CH2:27][CH3:28])[CH2:15][CH2:16][CH2:17][CH3:18])=[CH:13][N:14]=1.